From a dataset of Reaction yield outcomes from USPTO patents with 853,638 reactions. Predict the reaction yield, written as a fraction of the theoretical maximum amount of product (1.0 means a 100% yield; for example, 0.34 means a 34% yield). (1) The reactants are [F:1][C:2]1[CH:3]=[C:4](B2OC(C)(C)C(C)(C)O2)[CH:5]=[C:6]2[C:11]=1[N:10]([CH3:12])[C:9](=[O:13])[CH2:8][CH2:7]2.Br[C:24]1[CH:25]=[C:26]([CH2:30][NH:31][S:32]([CH2:35][CH3:36])(=[O:34])=[O:33])[CH:27]=[N:28][CH:29]=1.C(=O)([O-])[O-].[Na+].[Na+]. The catalyst is CN(C=O)C.Cl[Pd](Cl)([P](C1C=CC=CC=1)(C1C=CC=CC=1)C1C=CC=CC=1)[P](C1C=CC=CC=1)(C1C=CC=CC=1)C1C=CC=CC=1. The product is [F:1][C:2]1[CH:3]=[C:4]([C:24]2[CH:25]=[C:26]([CH2:30][NH:31][S:32]([CH2:35][CH3:36])(=[O:33])=[O:34])[CH:27]=[N:28][CH:29]=2)[CH:5]=[C:6]2[C:11]=1[N:10]([CH3:12])[C:9](=[O:13])[CH:8]=[CH:7]2. The yield is 0.100. (2) The reactants are [NH2:1]N.[F:3][C:4]1[CH:9]=[CH:8][C:7]([CH:10]2[CH2:15][CH2:14][N:13]([CH2:16][CH2:17][CH2:18]C3C=CC=C4C(NC(=O)C=34)=O)[CH2:12][CH2:11]2)=[CH:6][CH:5]=1. The yield is 0.930. The catalyst is CO. The product is [F:3][C:4]1[CH:5]=[CH:6][C:7]([CH:10]2[CH2:11][CH2:12][N:13]([CH2:16][CH2:17][CH2:18][NH2:1])[CH2:14][CH2:15]2)=[CH:8][CH:9]=1. (3) The reactants are C(OC(=O)[NH:7][CH:8]([CH3:16])[CH2:9][N:10]1[CH2:15][CH2:14][O:13][CH2:12][CH2:11]1)(C)(C)C.Cl. The catalyst is CO. The product is [CH3:16][C@H:8]([NH2:7])[CH2:9][N:10]1[CH2:15][CH2:14][O:13][CH2:12][CH2:11]1. The yield is 0.960. (4) The reactants are [CH:1]1([N:7]([CH2:17][CH:18]2[CH2:20][CH2:19]2)[C:8]2[N:13]=[CH:12][N:11]=[C:10]([C:14]([OH:16])=O)[CH:9]=2)[CH2:6][CH2:5][CH2:4][CH2:3][CH2:2]1.[NH2:21][C:22]1[CH:30]=[CH:29][C:25]([C:26]([NH2:28])=[O:27])=[CH:24][CH:23]=1. The catalyst is C(Cl)Cl. The product is [NH2:28][C:26]([C:25]1[CH:29]=[CH:30][C:22]([NH:21][C:14]([C:10]2[CH:9]=[C:8]([N:7]([CH:1]3[CH2:2][CH2:3][CH2:4][CH2:5][CH2:6]3)[CH2:17][CH:18]3[CH2:20][CH2:19]3)[N:13]=[CH:12][N:11]=2)=[O:16])=[CH:23][CH:24]=1)=[O:27]. The yield is 0.850. (5) The product is [O:11]=[C:6]1[CH2:5][C:4]2[C:8](=[CH:9][CH:10]=[C:2]([NH:1][S:13]([CH3:12])(=[O:15])=[O:14])[CH:3]=2)[NH:7]1. The catalyst is ClCCl. The yield is 0.900. The reactants are [NH2:1][C:2]1[CH:3]=[C:4]2[C:8](=[CH:9][CH:10]=1)[NH:7][C:6](=[O:11])[CH2:5]2.[CH3:12][S:13](Cl)(=[O:15])=[O:14]. (6) The reactants are Cl[C:2]1[CH:7]=[C:6]([CH3:8])[N:5]=[C:4]([S:9][CH3:10])[N:3]=1.[CH2:11]([NH2:13])[CH3:12]. The catalyst is O. The product is [CH2:11]([NH:13][C:2]1[CH:7]=[C:6]([CH3:8])[N:5]=[C:4]([S:9][CH3:10])[N:3]=1)[CH3:12]. The yield is 0.900. (7) The reactants are [CH2:1]1[C:9]2[C:4](=[CH:5][CH:6]=[CH:7][CH:8]=2)[CH:3]=[C:2]1/[C:10](=[N:21]/[O:22][CH3:23])/[CH2:11][O:12][C:13]1[CH:18]=[CH:17][C:16]([CH2:19][OH:20])=[CH:15][CH:14]=1.[C:24]([CH:26]([C:32]1[CH:37]=[CH:36][C:35](O)=[CH:34][CH:33]=1)[CH2:27][C:28]([O:30]C)=[O:29])#[N:25]. No catalyst specified. The yield is 0.205. The product is [C:24]([CH:26]([C:32]1[CH:37]=[CH:36][C:35]([O:20][CH2:19][C:16]2[CH:15]=[CH:14][C:13]([O:12][CH2:11]/[C:10](/[C:2]3[CH2:1][C:9]4[C:4]([CH:3]=3)=[CH:5][CH:6]=[CH:7][CH:8]=4)=[N:21]\[O:22][CH3:23])=[CH:18][CH:17]=2)=[CH:34][CH:33]=1)[CH2:27][C:28]([OH:30])=[O:29])#[N:25].